From a dataset of Full USPTO retrosynthesis dataset with 1.9M reactions from patents (1976-2016). Predict the reactants needed to synthesize the given product. (1) Given the product [C:14]([C:11]1[CH:10]=[CH:9][C:8]([C@H:7]2[O:6][C:5]([CH3:21])([CH3:20])[N:4]([C:22]([O:24][C:25]([CH3:28])([CH3:27])[CH3:26])=[O:23])[C@@H:3]2[CH2:2][F:1])=[CH:13][CH:12]=1)#[CH:15], predict the reactants needed to synthesize it. The reactants are: [F:1][CH2:2][C@@H:3]1[C@@H:7]([C:8]2[CH:13]=[CH:12][C:11]([C:14]#[C:15][Si](C)(C)C)=[CH:10][CH:9]=2)[O:6][C:5]([CH3:21])([CH3:20])[N:4]1[C:22]([O:24][C:25]([CH3:28])([CH3:27])[CH3:26])=[O:23].C(=O)=O.CC(C)=O.[F-].C([N+](CCCC)(CCCC)CCCC)CCC. (2) The reactants are: [OH:1][C:2]1[CH:3]=[C:4]([CH2:8][NH:9][C:10](=[O:18])[C:11]2[CH:16]=[CH:15][CH:14]=[N:13][C:12]=2[NH2:17])[CH:5]=[CH:6][CH:7]=1.[F:19][C:20]1[CH:21]=[C:22]([CH2:26]Br)[CH:23]=[CH:24][CH:25]=1.C(=O)([O-])[O-].[Cs+].[Cs+].CN(C=O)C. Given the product [F:19][C:20]1[CH:21]=[C:22]([CH:23]=[CH:24][CH:25]=1)[CH2:26][O:1][C:2]1[CH:3]=[C:4]([CH2:8][NH:9][C:10](=[O:18])[C:11]2[CH:16]=[CH:15][CH:14]=[N:13][C:12]=2[NH2:17])[CH:5]=[CH:6][CH:7]=1, predict the reactants needed to synthesize it. (3) Given the product [CH:4]([C:3]1[CH:6]=[CH:7][C:8]([C:10]([F:13])([F:12])[F:11])=[CH:9][C:2]=1[N:14]1[CH2:18][CH2:17][CH:16]([C:19]([O:21][CH3:22])=[O:20])[CH2:15]1)=[O:5], predict the reactants needed to synthesize it. The reactants are: F[C:2]1[CH:9]=[C:8]([C:10]([F:13])([F:12])[F:11])[CH:7]=[CH:6][C:3]=1[CH:4]=[O:5].[NH:14]1[CH2:18][CH2:17][CH:16]([C:19]([O:21][CH3:22])=[O:20])[CH2:15]1.C(N(CC)C(C)C)(C)C. (4) Given the product [F:11][C:10]1[CH:9]=[C:8]2[C:4]([C:5]3([CH2:14][CH2:13]3)[C:6](=[O:12])[NH:7]2)=[CH:3][C:2]=1[C:15]#[N:16], predict the reactants needed to synthesize it. The reactants are: Br[C:2]1[CH:3]=[C:4]2[C:8](=[CH:9][C:10]=1[F:11])[NH:7][C:6](=[O:12])[C:5]12[CH2:14][CH2:13]1.[CH3:15][N:16](C=O)C.